Dataset: Reaction yield outcomes from USPTO patents with 853,638 reactions. Task: Predict the reaction yield, written as a fraction of the theoretical maximum amount of product (1.0 means a 100% yield; for example, 0.34 means a 34% yield). (1) The reactants are [CH2:1]([C:3]1([CH2:10][CH3:11])[CH2:8][CH:7]([OH:9])[CH2:6][CH2:5][O:4]1)[CH3:2].C[N+]1([O-])CCOCC1. The catalyst is C(Cl)Cl.CCC[N+](CCC)(CCC)CCC.[O-][Ru](=O)(=O)=O. The product is [CH2:10]([C:3]1([CH2:1][CH3:2])[CH2:8][C:7](=[O:9])[CH2:6][CH2:5][O:4]1)[CH3:11]. The yield is 0.730. (2) The reactants are [CH3:1][O:2][C:3]1[CH:8]=[CH:7][C:6]([CH2:9][C:10]([O:12]CC)=[O:11])=[CH:5][CH:4]=1.CO.O[Li].O.Cl. The catalyst is O.C1COCC1. The product is [CH3:1][O:2][C:3]1[CH:4]=[CH:5][C:6]([CH2:9][C:10]([OH:12])=[O:11])=[CH:7][CH:8]=1. The yield is 0.940. (3) The reactants are C([O:5][C:6](=[O:38])[CH2:7][CH2:8][C:9]1[CH:14]=[CH:13][C:12]([O:15][CH2:16][CH2:17][C:18]2[N:19]=[C:20]([N:24]3[CH2:29][CH2:28][O:27][CH2:26][CH2:25]3)[S:21][C:22]=2[CH3:23])=[CH:11][C:10]=1[CH2:30][NH:31][C:32]([O:34][CH:35]([CH3:37])[CH3:36])=[O:33])(C)(C)C.C1(OC)C=CC=CC=1.C(O)(C(F)(F)F)=O. The catalyst is C(Cl)Cl. The product is [CH:35]([O:34][C:32]([NH:31][CH2:30][C:10]1[CH:11]=[C:12]([O:15][CH2:16][CH2:17][C:18]2[N:19]=[C:20]([N:24]3[CH2:29][CH2:28][O:27][CH2:26][CH2:25]3)[S:21][C:22]=2[CH3:23])[CH:13]=[CH:14][C:9]=1[CH2:8][CH2:7][C:6]([OH:38])=[O:5])=[O:33])([CH3:37])[CH3:36]. The yield is 0.600. (4) The reactants are Cl.[F:2][CH2:3][CH2:4][NH2:5].[CH3:6]CN(C(C)C)C(C)C.C(Cl)(Cl)=S.[Br:19][C:20]1[CH:21]=[C:22]([NH2:27])[C:23]([NH2:26])=[CH:24][CH:25]=1. The catalyst is [Hg]=O.C1COCC1.C(Cl)Cl. The product is [Br:19][C:20]1[CH:25]=[CH:24][C:23]2[NH:26][C:6]([NH:5][CH2:4][CH2:3][F:2])=[N:27][C:22]=2[CH:21]=1. The yield is 0.530. (5) The reactants are Cl.[CH3:2][O:3][C:4](=[O:31])[C@@H:5]([NH:8][C:9]([C:11]1[S:12][C:13]([C:18](=[O:30])[NH:19][CH2:20][C:21]2[CH:29]=[CH:28][CH:27]=[C:26]3[C:22]=2[CH:23]=[N:24][NH:25]3)=[CH:14][C:15]=1[C:16]#[N:17])=[O:10])[CH2:6][NH2:7].C(N(CC)CC)C.CN(C(ON1N=NC2C=CC=CC1=2)=[N+](C)C)C.F[P-](F)(F)(F)(F)F.C1C=CC2N(O)N=NC=2C=1.C[O:74][C:75]1[CH:76]=[C:77]([CH:81]=[C:82]([O:84]C)[CH:83]=1)[C:78](O)=[O:79]. The catalyst is CN(C=O)C.CCOC(C)=O. The product is [CH3:2][O:3][C:4](=[O:31])[C@@H:5]([NH:8][C:9]([C:11]1[S:12][C:13]([C:18](=[O:30])[NH:19][CH2:20][C:21]2[CH:29]=[CH:28][CH:27]=[C:26]3[C:22]=2[CH:23]=[N:24][NH:25]3)=[CH:14][C:15]=1[C:16]#[N:17])=[O:10])[CH2:6][NH:7][C:78](=[O:79])[C:77]1[CH:76]=[C:75]([OH:74])[CH:83]=[C:82]([OH:84])[CH:81]=1. The yield is 0.550. (6) The reactants are Cl[C:2]1[C:3]([O:28][CH3:29])=[CH:4][C:5]([O:26][CH3:27])=[C:6]([N:8]([CH2:15][C:16]2[CH:21]=[CH:20][C:19]([C:22]([CH3:25])([CH3:24])[CH3:23])=[CH:18][CH:17]=2)[C:9](=[O:14])[C:10]([O:12][CH3:13])=[O:11])[CH:7]=1.[F:30][C:31]([F:43])([F:42])[O:32][C:33]1[CH:38]=[CH:37][C:36](B(O)O)=[CH:35][CH:34]=1.[F-].[K+].C(P(C(C)(C)C)C1C=CC=CC=1C1C=CC=CC=1)(C)(C)C. The catalyst is O.C([O-])(=O)C.[Pd+2].C([O-])(=O)C.O1CCCC1. The product is [C:22]([C:19]1[CH:18]=[CH:17][C:16]([CH2:15][N:8]([C:6]2[C:5]([O:26][CH3:27])=[CH:4][C:3]([O:28][CH3:29])=[C:2]([C:36]3[CH:35]=[CH:34][C:33]([O:32][C:31]([F:30])([F:42])[F:43])=[CH:38][CH:37]=3)[CH:7]=2)[C:9](=[O:14])[C:10]([O:12][CH3:13])=[O:11])=[CH:21][CH:20]=1)([CH3:23])([CH3:25])[CH3:24]. The yield is 0.140. (7) The reactants are [F:1][C:2]1[CH:7]=[CH:6][C:5]([NH:8][C:9]2[C:14]([C:15]([N:17]3[CH2:22][CH2:21][CH:20]([C:23]4[CH:28]=[CH:27][C:26]([F:29])=[CH:25][CH:24]=4)[CH2:19][CH2:18]3)=[O:16])=[CH:13][N:12]=[C:11]([S:30](O)(=[O:32])=[O:31])[CH:10]=2)=[C:4]([CH3:34])[CH:3]=1.[N:35]1([C:41]([O:43][C:44]([CH3:47])([CH3:46])[CH3:45])=[O:42])[CH2:40][CH2:39][NH:38][CH2:37][CH2:36]1. No catalyst specified. The product is [F:1][C:2]1[CH:7]=[CH:6][C:5]([NH:8][C:9]2[C:14]([C:15]([N:17]3[CH2:22][CH2:21][CH:20]([C:23]4[CH:28]=[CH:27][C:26]([F:29])=[CH:25][CH:24]=4)[CH2:19][CH2:18]3)=[O:16])=[CH:13][N:12]=[C:11]([S:30]([N:38]3[CH2:37][CH2:36][N:35]([C:41]([O:43][C:44]([CH3:47])([CH3:46])[CH3:45])=[O:42])[CH2:40][CH2:39]3)(=[O:32])=[O:31])[CH:10]=2)=[C:4]([CH3:34])[CH:3]=1. The yield is 0.0740.